This data is from Full USPTO retrosynthesis dataset with 1.9M reactions from patents (1976-2016). The task is: Predict the reactants needed to synthesize the given product. Given the product [NH2:31][C:9]1[CH:8]=[C:7]2[C:12]([CH:13]([C:20]([NH:22][C:23]3[CH:28]=[CH:27][CH:26]=[C:25]([O:29][CH3:30])[CH:24]=3)=[O:21])[CH:14]([C:15]3[S:16][CH:17]=[CH:18][CH:19]=3)[N:5]([CH2:4][CH2:3][O:2][CH3:1])[C:6]2=[O:34])=[CH:11][CH:10]=1, predict the reactants needed to synthesize it. The reactants are: [CH3:1][O:2][CH2:3][CH2:4][N:5]1[CH:14]([C:15]2[S:16][CH:17]=[CH:18][CH:19]=2)[CH:13]([C:20]([NH:22][C:23]2[CH:28]=[CH:27][CH:26]=[C:25]([O:29][CH3:30])[CH:24]=2)=[O:21])[C:12]2[C:7](=[CH:8][C:9]([N+:31]([O-])=O)=[CH:10][CH:11]=2)[C:6]1=[O:34].